This data is from NCI-60 drug combinations with 297,098 pairs across 59 cell lines. The task is: Regression. Given two drug SMILES strings and cell line genomic features, predict the synergy score measuring deviation from expected non-interaction effect. (1) Drug 1: CC12CCC(CC1=CCC3C2CCC4(C3CC=C4C5=CN=CC=C5)C)O. Drug 2: C1=C(C(=O)NC(=O)N1)N(CCCl)CCCl. Cell line: NCI-H226. Synergy scores: CSS=3.32, Synergy_ZIP=-3.76, Synergy_Bliss=-4.51, Synergy_Loewe=-7.62, Synergy_HSA=-5.39. (2) Drug 1: C1CC(=O)NC(=O)C1N2CC3=C(C2=O)C=CC=C3N. Drug 2: CN(C)C1=NC(=NC(=N1)N(C)C)N(C)C. Cell line: PC-3. Synergy scores: CSS=3.00, Synergy_ZIP=-0.396, Synergy_Bliss=-2.13, Synergy_Loewe=-3.05, Synergy_HSA=-3.01. (3) Drug 1: CC12CCC3C(C1CCC2NC(=O)OCC(F)(F)F)CCC4C3(C=CC(=O)N4C)C. Drug 2: CCC1=C2N=C(C=C(N2N=C1)NCC3=C[N+](=CC=C3)[O-])N4CCCCC4CCO. Cell line: NCI-H460. Synergy scores: CSS=57.5, Synergy_ZIP=-0.403, Synergy_Bliss=-1.98, Synergy_Loewe=-23.1, Synergy_HSA=-0.107. (4) Drug 1: C1=NC2=C(N=C(N=C2N1C3C(C(C(O3)CO)O)F)Cl)N. Drug 2: CN(C(=O)NC(C=O)C(C(C(CO)O)O)O)N=O. Cell line: SNB-19. Synergy scores: CSS=28.3, Synergy_ZIP=2.49, Synergy_Bliss=6.24, Synergy_Loewe=-18.0, Synergy_HSA=5.92. (5) Drug 1: CC1C(C(CC(O1)OC2CC(CC3=C2C(=C4C(=C3O)C(=O)C5=C(C4=O)C(=CC=C5)OC)O)(C(=O)CO)O)N)O.Cl. Drug 2: C1=CC(=CC=C1CCCC(=O)O)N(CCCl)CCCl. Cell line: HCT116. Synergy scores: CSS=-6.75, Synergy_ZIP=3.47, Synergy_Bliss=2.61, Synergy_Loewe=-4.67, Synergy_HSA=-3.85. (6) Drug 1: COC1=CC(=CC(=C1O)OC)C2C3C(COC3=O)C(C4=CC5=C(C=C24)OCO5)OC6C(C(C7C(O6)COC(O7)C8=CC=CS8)O)O. Drug 2: CN(C)C1=NC(=NC(=N1)N(C)C)N(C)C. Cell line: HCT116. Synergy scores: CSS=49.6, Synergy_ZIP=0.542, Synergy_Bliss=-2.04, Synergy_Loewe=-62.1, Synergy_HSA=-1.64. (7) Drug 2: CC=C1C(=O)NC(C(=O)OC2CC(=O)NC(C(=O)NC(CSSCCC=C2)C(=O)N1)C(C)C)C(C)C. Synergy scores: CSS=55.2, Synergy_ZIP=4.70, Synergy_Bliss=5.72, Synergy_Loewe=-45.0, Synergy_HSA=5.29. Cell line: NCI-H522. Drug 1: CC(C1=C(C=CC(=C1Cl)F)Cl)OC2=C(N=CC(=C2)C3=CN(N=C3)C4CCNCC4)N. (8) Drug 1: COC1=CC(=CC(=C1O)OC)C2C3C(COC3=O)C(C4=CC5=C(C=C24)OCO5)OC6C(C(C7C(O6)COC(O7)C8=CC=CS8)O)O. Drug 2: CC1CCC2CC(C(=CC=CC=CC(CC(C(=O)C(C(C(=CC(C(=O)CC(OC(=O)C3CCCCN3C(=O)C(=O)C1(O2)O)C(C)CC4CCC(C(C4)OC)OCCO)C)C)O)OC)C)C)C)OC. Cell line: MCF7. Synergy scores: CSS=49.6, Synergy_ZIP=3.83, Synergy_Bliss=4.14, Synergy_Loewe=8.74, Synergy_HSA=10.8.